From a dataset of Cav3 T-type calcium channel HTS with 100,875 compounds. Binary Classification. Given a drug SMILES string, predict its activity (active/inactive) in a high-throughput screening assay against a specified biological target. (1) The molecule is O1C23OC(=N)C(C(C2CCCC3)(C#N)C#N)(C1c1ccc(OCCCCCCCC)cc1)C#N. The result is 0 (inactive). (2) The drug is s1cc(C2C(CCCO)C(OC(=C2)C(O)=O)OCC)c2c1cccc2. The result is 0 (inactive).